This data is from Reaction yield outcomes from USPTO patents with 853,638 reactions. The task is: Predict the reaction yield, written as a fraction of the theoretical maximum amount of product (1.0 means a 100% yield; for example, 0.34 means a 34% yield). (1) The reactants are [CH3:1][CH2:2][N:3]1[C:7]([C:8]2[CH:13]=[CH:12][C:11]([Cl:14])=[CH:10][CH:9]=2)=[C:6]([C:15]2[CH:20]=[CH:19][CH:18]=[C:17]([N:21]3[CH2:26][CH2:25][N:24]([C:27]4[CH:32]=[CH:31][C:30]([NH:33][S:34]([C:37]5[CH:42]=[CH:41][C:40]([NH:43][C@@H:44]([CH2:54][S:55][C:56]6[CH:61]=[CH:60][CH:59]=[CH:58][CH:57]=6)[CH2:45][CH2:46][N:47]6[CH2:52][CH2:51][CH:50]([OH:53])[CH2:49][CH2:48]6)=[C:39]([S:62]([C:65]([F:68])([F:67])[F:66])(=[O:64])=[O:63])[CH:38]=5)(=[O:36])=[O:35])=[CH:29][CH:28]=4)[CH2:23][CH2:22]3)[CH:16]=2)[C:5]([C:69]([OH:71])=[O:70])=[C:4]1[CH3:72].CC(C)N=C=NC(C)C.O[CH2:83][P:84](=[O:89])([O:87]C)[O:85]C.C[Si](Br)(C)C. The catalyst is CN(C1C=CN=CC=1)C.C(Cl)Cl.C(OCC)(=O)C. The product is [Cl:14][C:11]1[CH:12]=[CH:13][C:8]([C:7]2[N:3]([CH2:2][CH3:1])[C:4]([CH3:72])=[C:5]([C:69]([O:71][CH2:83][P:84](=[O:85])([OH:89])[OH:87])=[O:70])[C:6]=2[C:15]2[CH:20]=[CH:19][CH:18]=[C:17]([N:21]3[CH2:22][CH2:23][N:24]([C:27]4[CH:28]=[CH:29][C:30]([NH:33][S:34]([C:37]5[CH:42]=[CH:41][C:40]([NH:43][C@H:44]([CH2:45][CH2:46][N:47]6[CH2:48][CH2:49][CH:50]([OH:53])[CH2:51][CH2:52]6)[CH2:54][S:55][C:56]6[CH:57]=[CH:58][CH:59]=[CH:60][CH:61]=6)=[C:39]([S:62]([C:65]([F:66])([F:67])[F:68])(=[O:63])=[O:64])[CH:38]=5)(=[O:36])=[O:35])=[CH:31][CH:32]=4)[CH2:25][CH2:26]3)[CH:16]=2)=[CH:9][CH:10]=1. The yield is 0.680. (2) The reactants are [CH:1]1([CH2:4][NH:5][N:6]2[C:15]3[C:10](=[CH:11][CH:12]=[CH:13][CH:14]=3)[C:9]([OH:16])=[C:8]([C:17]3[NH:22][C:21]4[CH:23]=[CH:24][C:25]([O:30][CH2:31][C:32]#[N:33])=[C:26]([N+:27]([O-])=O)[C:20]=4[S:19](=[O:35])(=[O:34])[N:18]=3)[C:7]2=[O:36])[CH2:3][CH2:2]1.[Cl-].[NH4+]. The catalyst is CO.O1CCCC1.O.[Fe]. The product is [NH2:27][C:26]1[C:20]2[S:19](=[O:35])(=[O:34])[N:18]=[C:17]([C:8]3[C:7](=[O:36])[N:6]([NH:5][CH2:4][CH:1]4[CH2:3][CH2:2]4)[C:15]4[C:10]([C:9]=3[OH:16])=[CH:11][CH:12]=[CH:13][CH:14]=4)[NH:22][C:21]=2[CH:23]=[CH:24][C:25]=1[O:30][CH2:31][C:32]#[N:33]. The yield is 0.410. (3) The reactants are O[CH:2]1[CH2:5][N:4]([C:6]([O:8][C:9]([CH3:12])([CH3:11])[CH3:10])=[O:7])[CH2:3]1.N1C=CN=C1.C1C=CC(P(C2C=CC=CC=2)C2C=CC=CC=2)=CC=1.[I:37]I.C([O-])(O)=O.[Na+]. The catalyst is C1(C)C=CC=CC=1. The product is [I:37][CH:2]1[CH2:5][N:4]([C:6]([O:8][C:9]([CH3:12])([CH3:11])[CH3:10])=[O:7])[CH2:3]1. The yield is 0.930. (4) The reactants are Br[C:2]1[CH:3]=[C:4]2[C:9](=[CH:10][CH:11]=1)[C:8](=[O:12])[N:7]([CH2:13][CH:14]([CH3:16])[CH3:15])[C:6]([CH2:17][NH:18][C:19](=[O:25])[O:20][C:21]([CH3:24])([CH3:23])[CH3:22])=[C:5]2[C:26]1[CH:31]=[CH:30][CH:29]=[CH:28][CH:27]=1.[CH3:32][S-:33].[Na+].CN(C)C=O. The catalyst is O. The product is [CH2:13]([N:7]1[C:6]([CH2:17][NH:18][C:19](=[O:25])[O:20][C:21]([CH3:24])([CH3:22])[CH3:23])=[C:5]([C:4]2[CH:3]=[CH:2][CH:11]=[CH:10][CH:9]=2)[C:26]2[C:31](=[CH:30][CH:29]=[C:28]([S:33][CH3:32])[CH:27]=2)[C:8]1=[O:12])[CH:14]([CH3:16])[CH3:15]. The yield is 0.730. (5) The reactants are [CH3:1][O:2][C:3]1[C:10]([O:11][C:12]2[CH:17]=[C:16]([CH3:18])[CH:15]=[CH:14][C:13]=2[N+:19]([O-:21])=[O:20])=[CH:9][CH:8]=[CH:7][C:4]=1[CH:5]=O.CN.[C:24]([BH3-])#[N:25].[Na+].[C:28]([OH:35])(=[O:34])/[CH:29]=[CH:30]/[C:31]([OH:33])=[O:32]. The catalyst is C(O)(=O)C.CO. The product is [C:28]([OH:35])(=[O:34])/[CH:29]=[CH:30]/[C:31]([OH:33])=[O:32].[CH3:1][O:2][C:3]1[C:10]([O:11][C:12]2[CH:17]=[C:16]([CH3:18])[CH:15]=[CH:14][C:13]=2[N+:19]([O-:21])=[O:20])=[CH:9][CH:8]=[CH:7][C:4]=1[CH2:5][CH2:24][NH2:25]. The yield is 0.380.